This data is from Catalyst prediction with 721,799 reactions and 888 catalyst types from USPTO. The task is: Predict which catalyst facilitates the given reaction. (1) Reactant: [CH2:1]([NH:3][C:4]1[N:5]=[CH:6][C:7]2[C:16](=[O:17])[N:15]([C:18]3[CH:23]=[CH:22][CH:21]=[C:20]([O:24][CH:25]4[CH2:30][CH2:29][NH:28][CH2:27][CH2:26]4)[CH:19]=3)[CH2:14][C@H:13]3[N:9]([CH2:10][CH2:11][CH2:12]3)[C:8]=2[N:31]=1)[CH3:2].C=O.[C:34](O[BH-](OC(=O)C)OC(=O)C)(=O)C.[Na+].C(=O)(O)[O-].[Na+]. Product: [CH2:1]([NH:3][C:4]1[N:5]=[CH:6][C:7]2[C:16](=[O:17])[N:15]([C:18]3[CH:23]=[CH:22][CH:21]=[C:20]([O:24][CH:25]4[CH2:30][CH2:29][N:28]([CH3:34])[CH2:27][CH2:26]4)[CH:19]=3)[CH2:14][C@H:13]3[N:9]([CH2:10][CH2:11][CH2:12]3)[C:8]=2[N:31]=1)[CH3:2]. The catalyst class is: 26. (2) Reactant: [CH:1]1([CH2:4][O:5][C:6]2[C:11]([O:12][CH3:13])=[CH:10][CH:9]=[CH:8][C:7]=2/[CH:14]=[CH:15]/[C:16]2[N:17]=[C:18]3[N:22]([C:23]=2[C:24](O)=[O:25])[CH:21]=[CH:20][S:19]3)[CH2:3][CH2:2]1.[F:27][C:28]([F:42])([F:41])[C:29]1[CH:30]=[CH:31][C:32]([N:35]2[CH2:40][CH2:39][NH:38][CH2:37][CH2:36]2)=[N:33][CH:34]=1.C(N(CC)CC)C. Product: [CH:1]1([CH2:4][O:5][C:6]2[C:11]([O:12][CH3:13])=[CH:10][CH:9]=[CH:8][C:7]=2/[CH:14]=[CH:15]/[C:16]2[N:17]=[C:18]3[N:22]([C:23]=2[C:24]([N:38]2[CH2:39][CH2:40][N:35]([C:32]4[CH:31]=[CH:30][C:29]([C:28]([F:42])([F:27])[F:41])=[CH:34][N:33]=4)[CH2:36][CH2:37]2)=[O:25])[CH:21]=[CH:20][S:19]3)[CH2:3][CH2:2]1. The catalyst class is: 4.